This data is from Experimental lipophilicity measurements (octanol/water distribution) for 4,200 compounds from AstraZeneca. The task is: Regression/Classification. Given a drug SMILES string, predict its absorption, distribution, metabolism, or excretion properties. Task type varies by dataset: regression for continuous measurements (e.g., permeability, clearance, half-life) or binary classification for categorical outcomes (e.g., BBB penetration, CYP inhibition). For this dataset (lipophilicity_astrazeneca), we predict Y. (1) The molecule is CSc1c(C(=O)NC2C3CC4CC(C3)CC2C4)cnn1-c1ccc(C(=O)O)cc1. The Y is 1.20 logD. (2) The Y is 2.00 logD. The drug is Cc1nccc(-c2ccc(-c3nc4ccncc4c(O)c3C#N)cc2)c1Cl.